From a dataset of Full USPTO retrosynthesis dataset with 1.9M reactions from patents (1976-2016). Predict the reactants needed to synthesize the given product. (1) Given the product [CH:33]1([CH2:32][O:31][C:22]2[CH:23]=[CH:24][C:25]([C:27]([F:30])([F:29])[F:28])=[CH:26][C:21]=2[C:20]2[C:15]3[NH:14][C:13]([CH3:36])=[C:12]([C:10]([NH:9][C@H:6]4[CH2:7][CH2:8][C@@H:3]([NH:2][C:41](=[O:40])[CH2:42][OH:43])[CH2:4][CH2:5]4)=[O:11])[C:16]=3[N:17]=[CH:18][N:19]=2)[CH2:34][CH2:35]1, predict the reactants needed to synthesize it. The reactants are: Cl.[NH2:2][C@@H:3]1[CH2:8][CH2:7][C@H:6]([NH:9][C:10]([C:12]2[C:16]3[N:17]=[CH:18][N:19]=[C:20]([C:21]4[CH:26]=[C:25]([C:27]([F:30])([F:29])[F:28])[CH:24]=[CH:23][C:22]=4[O:31][CH2:32][CH:33]4[CH2:35][CH2:34]4)[C:15]=3[NH:14][C:13]=2[CH3:36])=[O:11])[CH2:5][CH2:4]1.C([O:40][CH2:41][C:42](Cl)=[O:43])(=O)C. (2) Given the product [C:1]([O:5][C:6]([N:8]([C@H:9]([CH2:13][C:14]1[S:15][CH:16]=[CH:17][CH:18]=1)[C:10]([OH:12])=[O:11])[CH3:23])=[O:7])([CH3:4])([CH3:2])[CH3:3], predict the reactants needed to synthesize it. The reactants are: [C:1]([O:5][C:6]([NH:8][C@H:9]([CH2:13][C:14]1[S:15][CH:16]=[CH:17][CH:18]=1)[C:10]([OH:12])=[O:11])=[O:7])([CH3:4])([CH3:3])[CH3:2].CI.[H-].[Na+].[C:23](OCC)(=O)C.